From a dataset of Catalyst prediction with 721,799 reactions and 888 catalyst types from USPTO. Predict which catalyst facilitates the given reaction. (1) Reactant: [H-].[Na+].[CH2:3]([N:10]1[C:18]2[C:17]([O:19][C:20]3[C:27]([CH3:28])=[CH:26][C:23]([C:24]#[N:25])=[CH:22][C:21]=3[CH3:29])=[N:16][C:15](F)=[N:14][C:13]=2[CH:12]=[CH:11]1)[C:4]1[CH:9]=[CH:8][CH:7]=[CH:6][CH:5]=1.C[N:32]1[C:36](=O)[CH2:35][CH2:34][CH2:33]1. Product: [CH2:3]([N:10]1[C:18]2[C:17]([O:19][C:20]3[C:27]([CH3:28])=[CH:26][C:23]([C:24]#[N:25])=[CH:22][C:21]=3[CH3:29])=[N:16][C:15]([NH:10][C:3]3[CH:33]=[CH:34][C:35]([C:36]#[N:32])=[CH:5][CH:4]=3)=[N:14][C:13]=2[CH:12]=[CH:11]1)[C:4]1[CH:9]=[CH:8][CH:7]=[CH:6][CH:5]=1. The catalyst class is: 6. (2) Reactant: Cl[C:2]1[CH:3]=[CH:4][C:5]2[C:14]3[C:9](=[N:10][CH:11]=[CH:12][C:13]=3[NH:15][C:16]3[CH:21]=[CH:20][C:19]([NH:22][C:23](=[O:30])[C:24]4[CH:29]=[CH:28][CH:27]=[CH:26][CH:25]=4)=[CH:18][CH:17]=3)[NH:8][C:7](=[O:31])[C:6]=2[CH:32]=1.CC(C1C=C(C(C)C)C(C2C=CC=CC=2P(C2CCCCC2)C2CCCCC2)=C(C(C)C)C=1)C.[CH3:67][N:68]1[CH2:73][CH2:72][NH:71][CH2:70][CH2:69]1. Product: [CH3:67][N:68]1[CH2:73][CH2:72][N:71]([C:2]2[CH:3]=[CH:4][C:5]3[C:14]4[C:9](=[N:10][CH:11]=[CH:12][C:13]=4[NH:15][C:16]4[CH:21]=[CH:20][C:19]([NH:22][C:23](=[O:30])[C:24]5[CH:29]=[CH:28][CH:27]=[CH:26][CH:25]=5)=[CH:18][CH:17]=4)[NH:8][C:7](=[O:31])[C:6]=3[CH:32]=2)[CH2:70][CH2:69]1. The catalyst class is: 231. (3) Reactant: C(OC([NH:8][CH2:9][CH2:10][C:11]1[CH:16]=[CH:15][C:14]([NH:17][C:18]([C:20]2[C:21]([NH:26][CH2:27][C:28]3[CH:33]=[CH:32][N:31]=[CH:30][CH:29]=3)=[N:22][CH:23]=[CH:24][CH:25]=2)=[O:19])=[CH:13][CH:12]=1)=O)(C)(C)C.C(O)(C(F)(F)F)=O. Product: [NH2:8][CH2:9][CH2:10][C:11]1[CH:16]=[CH:15][C:14]([NH:17][C:18]([C:20]2[C:21]([NH:26][CH2:27][C:28]3[CH:29]=[CH:30][N:31]=[CH:32][CH:33]=3)=[N:22][CH:23]=[CH:24][CH:25]=2)=[O:19])=[CH:13][CH:12]=1. The catalyst class is: 2. (4) Reactant: [H-].[Na+].[Cl:3][C:4]1[CH:12]=[CH:11][C:7]([CH2:8][CH2:9][OH:10])=[CH:6][CH:5]=1.Cl[C:14]1[N:15]=[N:16][C:17]([I:20])=[CH:18][CH:19]=1. Product: [Cl:3][C:4]1[CH:12]=[CH:11][C:7]([CH2:8][CH2:9][O:10][C:14]2[N:15]=[N:16][C:17]([I:20])=[CH:18][CH:19]=2)=[CH:6][CH:5]=1. The catalyst class is: 1.